Dataset: Catalyst prediction with 721,799 reactions and 888 catalyst types from USPTO. Task: Predict which catalyst facilitates the given reaction. (1) Reactant: [CH2:1]([C:3]1[CH:4]=[CH:5][C:6]2[N:7]([C:9]([C:30]3[CH:35]=[CH:34][CH:33]=[CH:32][CH:31]=3)=[C:10]([C:12]3[CH:17]=[CH:16][C:15]([C:18]4([NH:22]C(=O)OC(C)(C)C)[CH2:21][CH2:20][CH2:19]4)=[CH:14][CH:13]=3)[N:11]=2)[N:8]=1)[CH3:2].Cl.O1CCOCC1.[OH-].[Na+]. Product: [CH2:1]([C:3]1[CH:4]=[CH:5][C:6]2[N:7]([C:9]([C:30]3[CH:31]=[CH:32][CH:33]=[CH:34][CH:35]=3)=[C:10]([C:12]3[CH:17]=[CH:16][C:15]([C:18]4([NH2:22])[CH2:19][CH2:20][CH2:21]4)=[CH:14][CH:13]=3)[N:11]=2)[N:8]=1)[CH3:2]. The catalyst class is: 61. (2) Reactant: [CH3:1][N:2]([CH3:8])[C@H:3]1[CH2:7][CH2:6][NH:5][CH2:4]1.[Br:9][C:10]1[CH:11]=[CH:12][C:13](F)=[N:14][CH:15]=1.C(=O)([O-])[O-].[K+].[K+]. Product: [Br:9][C:10]1[CH:11]=[CH:12][C:13]([N:5]2[CH2:6][CH2:7][C@H:3]([N:2]([CH3:8])[CH3:1])[CH2:4]2)=[N:14][CH:15]=1. The catalyst class is: 10. (3) Reactant: C([N:8]1[CH:13]2[CH2:14][C:15]([CH2:18][OH:19])([OH:17])[CH2:16][CH:9]1[CH2:10][O:11][CH2:12]2)C1C=CC=CC=1. Product: [OH:19][CH2:18][C:15]1([OH:17])[CH2:14][CH:13]2[NH:8][CH:9]([CH2:10][O:11][CH2:12]2)[CH2:16]1. The catalyst class is: 19. (4) Reactant: [Br:1][C:2]1[C:3]([C:8]([OH:10])=[O:9])=[N:4][CH:5]=[CH:6][CH:7]=1.S(=O)(=O)(O)O.[CH3:16]CN(C(C)C)C(C)C. Product: [CH3:16][O:9][C:8]([C:3]1[C:2]([Br:1])=[CH:7][CH:6]=[CH:5][N:4]=1)=[O:10]. The catalyst class is: 5. (5) Reactant: [Mg].[CH2:2](Br)[C:3]#[CH:4].[Si:6]([O:13][C@@H:14]1[CH2:30][C@H:29]2[C@@:17]([CH3:43])([C@@H:18]3[C@@H:26]([CH2:27][C@@H:28]2[O:31][Si:32]([C:35]([CH3:38])([CH3:37])[CH3:36])([CH3:34])[CH3:33])[C@H:25]2[C@@:21]([CH3:42])([C@@H:22]([C:39](=[O:41])[CH3:40])[CH2:23][CH2:24]2)[CH2:20][CH2:19]3)[CH2:16][CH2:15]1)([C:9]([CH3:12])([CH3:11])[CH3:10])([CH3:8])[CH3:7].CCCCCC.C(OCC)C. Product: [Si:6]([O:13][C@@H:14]1[CH2:30][C@H:29]2[C@@:17]([CH3:43])([C@@H:18]3[C@@H:26]([CH2:27][C@@H:28]2[O:31][Si:32]([C:35]([CH3:38])([CH3:37])[CH3:36])([CH3:34])[CH3:33])[C@H:25]2[C@@:21]([CH3:42])([C@@H:22]([C@@:39]([OH:41])([CH2:4][C:3]#[CH:2])[CH3:40])[CH2:23][CH2:24]2)[CH2:20][CH2:19]3)[CH2:16][CH2:15]1)([C:9]([CH3:12])([CH3:11])[CH3:10])([CH3:8])[CH3:7]. The catalyst class is: 385. (6) Product: [Cl:1][C:2]1[C:10]2[C:5](=[CH:6][C:7]([F:12])=[C:8]([NH:11][C:28]([C:21]3[CH:20]([C:17]4[CH:18]=[CH:19][C:14]([Cl:13])=[CH:15][CH:16]=4)[CH2:25][C:24](=[O:26])[NH:23][C:22]=3[CH3:27])=[O:29])[CH:9]=2)[NH:4][N:3]=1. Reactant: [Cl:1][C:2]1[C:10]2[C:5](=[CH:6][C:7]([F:12])=[C:8]([NH2:11])[CH:9]=2)[NH:4][N:3]=1.[Cl:13][C:14]1[CH:19]=[CH:18][C:17]([CH:20]2[CH2:25][C:24](=[O:26])[NH:23][C:22]([CH3:27])=[C:21]2[C:28](O)=[O:29])=[CH:16][CH:15]=1.C(Cl)CCl.CCN(CC)CC. The catalyst class is: 861.